Dataset: Full USPTO retrosynthesis dataset with 1.9M reactions from patents (1976-2016). Task: Predict the reactants needed to synthesize the given product. (1) Given the product [Br:1][C:2]1[C:3](=[O:8])[N:4]([CH2:15][CH3:16])[CH:5]=[CH:6][CH:7]=1, predict the reactants needed to synthesize it. The reactants are: [Br:1][C:2]1[C:3]([OH:8])=[N:4][CH:5]=[CH:6][CH:7]=1.C(=O)([O-])[O-].[Cs+].[Cs+].[CH2:15](I)[CH3:16]. (2) Given the product [C:21]([O:20][C:18]([N:11]1[CH2:10][C@@H:9]([C:4]2[CH:5]=[CH:6][C:7]([Cl:8])=[C:2]([Cl:1])[CH:3]=2)[C@H:15]([C:16]([OH:26])=[O:17])[O:14][CH2:13][CH2:12]1)=[O:19])([CH3:24])([CH3:23])[CH3:22], predict the reactants needed to synthesize it. The reactants are: [Cl:1][C:2]1[CH:3]=[C:4]([C@H:9]2[C@H:15]([CH2:16][OH:17])[O:14][CH2:13][CH2:12][N:11]([C:18]([O:20][C:21]([CH3:24])([CH3:23])[CH3:22])=[O:19])[CH2:10]2)[CH:5]=[CH:6][C:7]=1[Cl:8].I([O-])(=O)(=O)=[O:26].[Na+].C(OCC)(=O)C.O. (3) Given the product [OH:10][CH:9]([CH:11]1[CH2:12][CH2:13][N:14]([CH2:17][C:18]2[C:19](=[O:24])[NH:20][CH:21]=[CH:22][N:23]=2)[CH2:15][CH2:16]1)[CH2:8][C:3]1[CH:4]=[CH:5][CH:6]=[CH:7][C:2]=1[F:1], predict the reactants needed to synthesize it. The reactants are: [F:1][C:2]1[CH:7]=[CH:6][CH:5]=[CH:4][C:3]=1[CH2:8][C:9]([CH:11]1[CH2:16][CH2:15][N:14]([CH2:17][C:18]2[C:19](=[O:24])[NH:20][CH:21]=[CH:22][N:23]=2)[CH2:13][CH2:12]1)=[O:10].[BH4-].[Na+].O.ClCCl. (4) The reactants are: [ClH:1].C[O:3][C:4]1[C:15]2[C:16]3[N:8]([NH:9][CH2:10][C:11]=3[C@H:12]([CH:18]3[CH:23]4[CH2:24][CH2:25][N:20]([CH2:21][CH2:22]4)[CH2:19]3)[C:13](=[O:17])[CH:14]=2)[CH:7]=[CH:6][N:5]=1.Br. Given the product [ClH:1].[OH:3][C:4]1[C:15]2[C:16]3[N:8]([NH:9][CH2:10][C:11]=3[C@H:12]([CH:18]3[CH:23]4[CH2:24][CH2:25][N:20]([CH2:21][CH2:22]4)[CH2:19]3)[C:13](=[O:17])[CH:14]=2)[CH:7]=[CH:6][N:5]=1, predict the reactants needed to synthesize it. (5) Given the product [CH:21]1([N:18]2[CH2:19][CH2:20][C:14]3[CH:13]=[C:12]([O:11][CH2:10][C:7]4[CH:8]=[CH:9][C:4]([C:3]([OH:28])=[O:2])=[CH:5][CH:6]=4)[CH:27]=[CH:26][C:15]=3[CH2:16][CH2:17]2)[CH2:22][CH2:23][CH2:24][CH2:25]1, predict the reactants needed to synthesize it. The reactants are: C[O:2][C:3](=[O:28])[C:4]1[CH:9]=[CH:8][C:7]([CH2:10][O:11][C:12]2[CH:27]=[CH:26][C:15]3[CH2:16][CH2:17][N:18]([CH:21]4[CH2:25][CH2:24][CH2:23][CH2:22]4)[CH2:19][CH2:20][C:14]=3[CH:13]=2)=[CH:6][CH:5]=1. (6) Given the product [OH:25][CH2:26][C@H:27]1[CH2:32][N:31]([C:20]([C:15]2[CH:14]=[CH:13][C:12]3[C:17](=[CH:18][CH:19]=[C:10]([O:9][C:6]4[CH:41]=[N:40][C:3]([C:2]([F:1])([F:23])[F:24])=[CH:4][CH:5]=4)[CH:11]=3)[N:16]=2)=[O:22])[CH2:30][CH2:29][N:28]1[C:33]([O:35][C:36]([CH3:39])([CH3:38])[CH3:37])=[O:34], predict the reactants needed to synthesize it. The reactants are: [F:1][C:2]([F:24])([F:23])[C:3]1[CH:4]=[CH:5][C:6]([O:9][C:10]2[CH:11]=[C:12]3[C:17](=[CH:18][CH:19]=2)[N:16]=[C:15]([C:20]([OH:22])=O)[CH:14]=[CH:13]3)=NC=1.[OH:25][CH2:26][C@H:27]1[CH2:32][NH:31][CH2:30][CH2:29][N:28]1[C:33]([O:35][C:36]([CH3:39])([CH3:38])[CH3:37])=[O:34].[N:40]1(C(OC(C)(C)C)=O)CCNC[CH2:41]1. (7) Given the product [C:27]([O:1][C@H:2]1[C:3](=[O:4])[C:5]2[CH:17]=[CH:16][C:8]3[N:9]([CH:13]4[CH2:14][CH2:15]4)[C:10]([CH3:12])=[N:11][C:7]=3[C:6]=2[O:18][C@@H:19]1[C:20]1[CH:25]=[CH:24][CH:23]=[CH:22][CH:21]=1)(=[O:29])[CH3:28], predict the reactants needed to synthesize it. The reactants are: [OH:1][C@H:2]([C@@H:19](O)[C:20]1[CH:25]=[CH:24][CH:23]=[CH:22][CH:21]=1)[C:3]([C:5]1[CH:17]=[CH:16][C:8]2[N:9]([CH:13]3[CH2:15][CH2:14]3)[C:10]([CH3:12])=[N:11][C:7]=2[C:6]=1[OH:18])=[O:4].[C:27](OC)(OC)([O:29]C)[CH3:28].C1(C)C=CC(S([O-])(=O)=O)=CC=1.[NH+]1C=CC=CC=1.C(O)=O. (8) Given the product [CH3:43][N:23]([CH3:22])/[CH:24]=[C:25](\[F:21])/[C:26]([C:28]1[N:32]([CH:33]2[CH2:38][CH2:37][O:36][CH2:35][CH2:34]2)[C:31]([C:39]([F:42])([F:40])[F:41])=[N:30][CH:29]=1)=[O:27], predict the reactants needed to synthesize it. The reactants are: [B-](F)(F)(F)F.[B-](F)(F)(F)F.C1[N+]2(CCl)CC[N+]([F:21])(CC2)C1.[CH3:22][N:23]([CH3:43])/[CH:24]=[CH:25]/[C:26]([C:28]1[N:32]([CH:33]2[CH2:38][CH2:37][O:36][CH2:35][CH2:34]2)[C:31]([C:39]([F:42])([F:41])[F:40])=[N:30][CH:29]=1)=[O:27].